From a dataset of Full USPTO retrosynthesis dataset with 1.9M reactions from patents (1976-2016). Predict the reactants needed to synthesize the given product. (1) Given the product [O:1]1[CH2:6][CH2:5][CH2:4][CH2:3][CH:2]1[O:7][NH:8][C:9](=[O:34])[CH2:10][C@@:11]1([C:28]2[S:29][C:30]([C:21]3[CH:26]=[CH:25][C:24]([C:35]4[O:38][CH:15]=[N:14][CH:13]=4)=[CH:23][CH:22]=3)=[CH:31][CH:32]=2)[S:17](=[O:19])(=[O:18])[CH2:16][CH2:15][N:14]([C:20](=[O:27])[C:21]2[CH:26]=[CH:25][CH:24]=[CH:23][CH:22]=2)[CH2:13][CH2:12]1, predict the reactants needed to synthesize it. The reactants are: [O:1]1[CH2:6][CH2:5][CH2:4][CH2:3][CH:2]1[O:7][NH:8][C:9](=[O:34])[CH2:10][C@@:11]1([C:28]2[S:29][C:30](Br)=[CH:31][CH:32]=2)[S:17](=[O:19])(=[O:18])[CH2:16][CH2:15][N:14]([C:20](=[O:27])[C:21]2[CH:26]=[CH:25][CH:24]=[CH:23][CH:22]=2)[CH2:13][CH2:12]1.[C:35](=[O:38])([O-])[O-].[Na+].[Na+]. (2) Given the product [CH:22]12[CH2:31][CH:26]3[CH2:27][CH:28]([CH2:30][CH:24]([CH2:25]3)[CH:23]1[NH:32][C:13](=[O:15])[C:12]1[CH:16]=[CH:17][C:18]([Cl:20])=[N:19][C:11]=1[CH2:7][CH2:8][CH2:9][CH3:10])[CH2:29]2, predict the reactants needed to synthesize it. The reactants are: C(Cl)(=O)C(Cl)=O.[CH2:7]([C:11]1[N:19]=[C:18]([Cl:20])[CH:17]=[CH:16][C:12]=1[C:13]([OH:15])=O)[CH2:8][CH2:9][CH3:10].Cl.[CH:22]12[CH2:31][CH:26]3[CH2:27][CH:28]([CH2:30][CH:24]([CH2:25]3)[CH:23]1[NH2:32])[CH2:29]2.C(N(C(C)C)C(C)C)C. (3) Given the product [CH3:1][O:2][C:3]1[CH:4]=[CH:5][C:6]2[C:18]3[C:17]4[CH:16]=[N:15][CH:14]=[CH:13][C:12]=4[C:11](=[O:19])[C:10]=3[C:9]([NH:44][CH2:43][CH2:42][N:40]([CH2:39][CH2:38][CH2:37][N:36]([CH2:35][CH2:34][NH:33][C:9]3[C:10]4[C:11](=[O:19])[C:12]5[CH:13]=[CH:14][N:15]=[CH:16][C:17]=5[C:18]=4[C:6]4[CH:5]=[CH:4][C:3]([O:2][CH3:1])=[C:31]([CH3:32])[C:7]=4[N:8]=3)[CH3:45])[CH3:41])=[N:8][C:7]=2[C:31]=1[CH3:32], predict the reactants needed to synthesize it. The reactants are: [CH3:1][O:2][C:3]1[CH:4]=[CH:5][C:6]2[C:18]3[C:17]4[CH:16]=[N:15][CH:14]=[CH:13][C:12]=4[C:11](=[O:19])[C:10]=3[C:9](OS(C3C=CC(C)=CC=3)(=O)=O)=[N:8][C:7]=2[C:31]=1[CH3:32].[NH2:33][CH2:34][CH2:35][N:36]([CH3:45])[CH2:37][CH2:38][CH2:39][N:40]([CH2:42][CH2:43][NH2:44])[CH3:41]. (4) Given the product [CH3:1][O:2][C:3]1[CH:8]=[CH:7][CH:6]=[C:5]2[C:4]=1[NH:9][C:10](=[O:15])[CH:11]=[C:12]2[CH3:13], predict the reactants needed to synthesize it. The reactants are: [CH3:1][O:2][C:3]1[CH:8]=[CH:7][CH:6]=[CH:5][C:4]=1[NH:9][C:10](=[O:15])[CH2:11][C:12](=O)[CH3:13].S(=O)(=O)(O)O.N. (5) Given the product [Cl:27][C:24]1[S:23][C:22]([C:20]2[N:21]=[C:16]([N:5]3[C:6]4[C:11](=[CH:10][C:9]([C:13]([OH:15])=[O:14])=[CH:8][CH:7]=4)[CH:12]=[CH:4]3)[C:17]3[CH2:30][CH2:29][CH2:28][C:18]=3[N:19]=2)=[CH:26][CH:25]=1, predict the reactants needed to synthesize it. The reactants are: [OH-].[Li+].C[C:4]1[N:5]([C:16]2[C:17]3[CH2:30][CH2:29][CH2:28][C:18]=3[N:19]=[C:20]([C:22]3[S:23][C:24]([Cl:27])=[CH:25][CH:26]=3)[N:21]=2)[C:6]2[C:11]([CH:12]=1)=[CH:10][C:9]([C:13]([OH:15])=[O:14])=[CH:8][CH:7]=2.C1COCC1.Cl. (6) Given the product [N:1]1([C:7]([O:9][CH:10]([O:49][C:47](=[O:48])[C:46]2[CH:50]=[CH:51][C:43]([NH:42][C:40]([C@H:21]3[C@H:20]([C:16]4[CH:17]=[CH:18][CH:19]=[C:14]([Cl:13])[C:15]=4[F:54])[C@:24]([C:27]4[CH:32]=[CH:31][C:30]([Cl:33])=[CH:29][C:28]=4[F:34])([C:25]#[N:26])[C@H:23]([CH2:35][C:36]([CH3:38])([CH3:39])[CH3:37])[NH:22]3)=[O:41])=[C:44]([O:52][CH3:53])[CH:45]=2)[CH3:11])=[O:8])[CH2:6][CH2:5][O:4][CH2:3][CH2:2]1, predict the reactants needed to synthesize it. The reactants are: [N:1]1([C:7]([O:9][CH:10](Cl)[CH3:11])=[O:8])[CH2:6][CH2:5][O:4][CH2:3][CH2:2]1.[Cl:13][C:14]1[C:15]([F:54])=[C:16]([C@@H:20]2[C@:24]([C:27]3[CH:32]=[CH:31][C:30]([Cl:33])=[CH:29][C:28]=3[F:34])([C:25]#[N:26])[C@H:23]([CH2:35][C:36]([CH3:39])([CH3:38])[CH3:37])[NH:22][C@H:21]2[C:40]([NH:42][C:43]2[CH:51]=[CH:50][C:46]([C:47]([OH:49])=[O:48])=[CH:45][C:44]=2[O:52][CH3:53])=[O:41])[CH:17]=[CH:18][CH:19]=1.C(=O)([O-])[O-].[Cs+].[Cs+].